Dataset: Catalyst prediction with 721,799 reactions and 888 catalyst types from USPTO. Task: Predict which catalyst facilitates the given reaction. (1) Reactant: CC([CH:5]1[CH2:10][CH:9]([C:11]([NH:13][CH2:14][C:15]2[CH:20]=[CH:19][C:18]([Cl:21])=[CH:17][C:16]=2[Cl:22])=[O:12])[CH2:8][CH2:7][N:6]1C([O-])=O)(C)C.FC(F)(F)C(O)=O. Product: [Cl:22][C:16]1[CH:17]=[C:18]([Cl:21])[CH:19]=[CH:20][C:15]=1[CH2:14][NH:13][C:11]([CH:9]1[CH2:10][CH2:5][NH:6][CH2:7][CH2:8]1)=[O:12]. The catalyst class is: 2. (2) Reactant: Cl.[NH2:2][OH:3].O=[C:5]([C:30]1[C:39]2[C:34](=[CH:35][CH:36]=[C:37]([O:40][CH3:41])[CH:38]=2)[N:33]=[CH:32][C:31]=1[F:42])[CH2:6][CH2:7][CH:8]1[CH2:13][CH2:12][N:11]([CH2:14][CH2:15][S:16][C:17]2[CH:22]=[C:21]([F:23])[CH:20]=[CH:19][C:18]=2[F:24])[CH2:10][CH:9]1[CH2:25][C:26]([O:28][CH3:29])=[O:27]. Product: [OH:3][N:2]=[C:5]([C:30]1[C:39]2[C:34](=[CH:35][CH:36]=[C:37]([O:40][CH3:41])[CH:38]=2)[N:33]=[CH:32][C:31]=1[F:42])[CH2:6][CH2:7][CH:8]1[CH2:13][CH2:12][N:11]([CH2:14][CH2:15][S:16][C:17]2[CH:22]=[C:21]([F:23])[CH:20]=[CH:19][C:18]=2[F:24])[CH2:10][CH:9]1[CH2:25][C:26]([O:28][CH3:29])=[O:27]. The catalyst class is: 17. (3) The catalyst class is: 2. Product: [F:1][C:2]([F:7])([F:6])[C:3]([O-:5])=[O:4].[Cl:8][C:9]1[CH:14]=[CH:13][C:12]([C:15]([C:18]2[N:22]([C:23]3[CH:28]=[CH:27][C:26]([F:29])=[CH:25][CH:24]=3)[C:21]([S:30][CH2:31][C:32]3[C:33]([F:50])=[CH:34][C:35]([S:39]([NH:42][CH2:43][CH2:44][CH2:45][N+:46]([CH3:47])([CH3:48])[CH3:49])(=[O:41])=[O:40])=[CH:36][C:37]=3[F:38])=[N:20][CH:19]=2)([CH3:16])[CH3:17])=[CH:11][C:10]=1[OH:51]. Reactant: [F:1][C:2]([F:7])([F:6])[C:3]([O-:5])=[O:4].[Cl:8][C:9]1[CH:14]=[CH:13][C:12]([C:15]([C:18]2[N:22]([C:23]3[CH:28]=[CH:27][C:26]([F:29])=[CH:25][CH:24]=3)[C:21]([S:30][CH2:31][C:32]3[C:37]([F:38])=[CH:36][C:35]([S:39]([NH:42][CH2:43][CH2:44][CH2:45][N+:46]([CH3:49])([CH3:48])[CH3:47])(=[O:41])=[O:40])=[CH:34][C:33]=3[F:50])=[N:20][CH:19]=2)([CH3:17])[CH3:16])=[CH:11][C:10]=1[O:51]C.B(Br)(Br)Br. (4) Reactant: [C:1]([O:8][CH2:9][CH3:10])(=[O:7])[C:2]([O:4]CC)=O.[O-]CC.[Na+].[CH3:15][C:16]1[CH:17]=[CH:18][C:19]([C:22](=[O:24])[CH3:23])=[N:20][CH:21]=1. Product: [CH2:9]([O:8][C:1](=[O:7])[C:2](=[O:4])[CH2:23][C:22]([C:19]1[CH:18]=[CH:17][C:16]([CH3:15])=[CH:21][N:20]=1)=[O:24])[CH3:10]. The catalyst class is: 8.